From a dataset of NCI-60 drug combinations with 297,098 pairs across 59 cell lines. Regression. Given two drug SMILES strings and cell line genomic features, predict the synergy score measuring deviation from expected non-interaction effect. (1) Drug 1: CCCCCOC(=O)NC1=NC(=O)N(C=C1F)C2C(C(C(O2)C)O)O. Drug 2: CC1=C(C(=CC=C1)Cl)NC(=O)C2=CN=C(S2)NC3=CC(=NC(=N3)C)N4CCN(CC4)CCO. Synergy scores: CSS=-3.19, Synergy_ZIP=1.17, Synergy_Bliss=0.0910, Synergy_Loewe=-6.91, Synergy_HSA=-4.33. Cell line: NCI-H460. (2) Synergy scores: CSS=40.9, Synergy_ZIP=-0.622, Synergy_Bliss=-2.01, Synergy_Loewe=-50.0, Synergy_HSA=-0.902. Drug 1: C1=CN(C=N1)CC(O)(P(=O)(O)O)P(=O)(O)O. Cell line: CAKI-1. Drug 2: CN(CC1=CN=C2C(=N1)C(=NC(=N2)N)N)C3=CC=C(C=C3)C(=O)NC(CCC(=O)O)C(=O)O. (3) Drug 1: CCCCCOC(=O)NC1=NC(=O)N(C=C1F)C2C(C(C(O2)C)O)O. Drug 2: CC(C)NC(=O)C1=CC=C(C=C1)CNNC.Cl. Cell line: HOP-92. Synergy scores: CSS=3.30, Synergy_ZIP=-0.277, Synergy_Bliss=2.37, Synergy_Loewe=1.95, Synergy_HSA=1.25. (4) Drug 2: C(CN)CNCCSP(=O)(O)O. Cell line: 786-0. Synergy scores: CSS=1.60, Synergy_ZIP=-1.54, Synergy_Bliss=-3.83, Synergy_Loewe=-1.21, Synergy_HSA=-5.01. Drug 1: C#CCC(CC1=CN=C2C(=N1)C(=NC(=N2)N)N)C3=CC=C(C=C3)C(=O)NC(CCC(=O)O)C(=O)O. (5) Drug 1: CN1C2=C(C=C(C=C2)N(CCCl)CCCl)N=C1CCCC(=O)O.Cl. Drug 2: CC1CCCC2(C(O2)CC(NC(=O)CC(C(C(=O)C(C1O)C)(C)C)O)C(=CC3=CSC(=N3)C)C)C. Cell line: SF-268. Synergy scores: CSS=28.3, Synergy_ZIP=0.0271, Synergy_Bliss=-0.524, Synergy_Loewe=-25.5, Synergy_HSA=0.582. (6) Drug 1: CS(=O)(=O)CCNCC1=CC=C(O1)C2=CC3=C(C=C2)N=CN=C3NC4=CC(=C(C=C4)OCC5=CC(=CC=C5)F)Cl. Drug 2: COCCOC1=C(C=C2C(=C1)C(=NC=N2)NC3=CC=CC(=C3)C#C)OCCOC.Cl. Cell line: SNB-19. Synergy scores: CSS=-1.27, Synergy_ZIP=-0.0629, Synergy_Bliss=-1.60, Synergy_Loewe=-4.95, Synergy_HSA=-3.41. (7) Drug 1: CCC1=C2CN3C(=CC4=C(C3=O)COC(=O)C4(CC)O)C2=NC5=C1C=C(C=C5)O. Drug 2: C(CCl)NC(=O)N(CCCl)N=O. Cell line: A498. Synergy scores: CSS=26.3, Synergy_ZIP=-5.82, Synergy_Bliss=2.59, Synergy_Loewe=-18.0, Synergy_HSA=2.62. (8) Drug 2: C1=C(C(=O)NC(=O)N1)N(CCCl)CCCl. Synergy scores: CSS=38.1, Synergy_ZIP=-4.52, Synergy_Bliss=-0.858, Synergy_Loewe=3.38, Synergy_HSA=5.16. Cell line: IGROV1. Drug 1: C1CCC(CC1)NC(=O)N(CCCl)N=O.